From a dataset of Merck oncology drug combination screen with 23,052 pairs across 39 cell lines. Regression. Given two drug SMILES strings and cell line genomic features, predict the synergy score measuring deviation from expected non-interaction effect. (1) Drug 1: O=S1(=O)NC2(CN1CC(F)(F)F)C1CCC2Cc2cc(C=CCN3CCC(C(F)(F)F)CC3)ccc2C1. Drug 2: CCc1c2c(nc3ccc(O)cc13)-c1cc3c(c(=O)n1C2)COC(=O)C3(O)CC. Cell line: HCT116. Synergy scores: synergy=5.06. (2) Drug 1: CN(C)C(=N)N=C(N)N. Drug 2: COC1CC2CCC(C)C(O)(O2)C(=O)C(=O)N2CCCCC2C(=O)OC(C(C)CC2CCC(OP(C)(C)=O)C(OC)C2)CC(=O)C(C)C=C(C)C(O)C(OC)C(=O)C(C)CC(C)C=CC=CC=C1C. Cell line: COLO320DM. Synergy scores: synergy=7.13.